From a dataset of Forward reaction prediction with 1.9M reactions from USPTO patents (1976-2016). Predict the product of the given reaction. (1) Given the reactants [Cl:1][CH2:2][CH:3]1[C:11]2[C:10]3[CH:12]=[C:13]([C:16]([OH:18])=O)[CH:14]=[CH:15][C:9]=3[C:8]([N+:19]([O-:21])=[O:20])=[CH:7][C:6]=2[NH:5][CH2:4]1.[CH3:22][N:23]([CH3:27])[CH2:24][CH2:25][NH2:26].C(P(=O)(OCC)OCC)#N.N.[Na+].[Cl-], predict the reaction product. The product is: [Cl:1][CH2:2][CH:3]1[C:11]2[C:10]3[CH:12]=[C:13]([C:16]([NH:26][CH2:25][CH2:24][N:23]([CH3:27])[CH3:22])=[O:18])[CH:14]=[CH:15][C:9]=3[C:8]([N+:19]([O-:21])=[O:20])=[CH:7][C:6]=2[NH:5][CH2:4]1. (2) Given the reactants [H-].[Na+].[CH3:3][NH:4][CH2:5][C:6]1[CH:11]=[CH:10][CH:9]=[C:8]([C:12]2[C:17]([CH3:18])=[CH:16][C:15]([CH3:19])=[CH:14][C:13]=2[CH3:20])[CH:7]=1.[CH2:21](Br)[C:22]#[CH:23].O, predict the reaction product. The product is: [CH3:3][N:4]([CH2:5][C:6]1[CH:11]=[CH:10][CH:9]=[C:8]([C:12]2[C:17]([CH3:18])=[CH:16][C:15]([CH3:19])=[CH:14][C:13]=2[CH3:20])[CH:7]=1)[CH2:23][C:22]#[CH:21]. (3) Given the reactants Cl.[CH3:2][C:3]1([CH3:40])[C:30](=[O:31])[NH:29][C:6]2=[N:7][CH:8]=[C:9]([C:11]3[CH:16]=[CH:15][C:14]([C:17]4[N:21](C5CCCCO5)[CH:20]=[N:19][N:18]=4)=[CH:13][C:12]=3[CH3:28])[N:10]=[C:5]2[N:4]1[CH2:32][CH2:33][CH:34]1[CH2:39][CH2:38][O:37][CH2:36][CH2:35]1, predict the reaction product. The product is: [CH3:2][C:3]1([CH3:40])[C:30](=[O:31])[NH:29][C:6]2=[N:7][CH:8]=[C:9]([C:11]3[CH:16]=[CH:15][C:14]([C:17]4[NH:21][CH:20]=[N:19][N:18]=4)=[CH:13][C:12]=3[CH3:28])[N:10]=[C:5]2[N:4]1[CH2:32][CH2:33][CH:34]1[CH2:35][CH2:36][O:37][CH2:38][CH2:39]1. (4) Given the reactants [CH:1]1([C:4](=[O:29])[CH2:5][C:6]2[CH:7]=[N:8][C:9]([C:12]3[C:20]4[C:15](=[N:16][CH:17]=[CH:18][CH:19]=4)[N:14]([CH2:21][C:22]4[CH:27]=[CH:26][CH:25]=[CH:24][C:23]=4[F:28])[N:13]=3)=[N:10][CH:11]=2)[CH2:3][CH2:2]1.CO[CH:32](OC)[N:33]([CH3:35])[CH3:34], predict the reaction product. The product is: [CH:1]1([C:4](=[O:29])/[C:5](/[C:6]2[CH:7]=[N:8][C:9]([C:12]3[C:20]4[C:15](=[N:16][CH:17]=[CH:18][CH:19]=4)[N:14]([CH2:21][C:22]4[CH:27]=[CH:26][CH:25]=[CH:24][C:23]=4[F:28])[N:13]=3)=[N:10][CH:11]=2)=[CH:32]/[N:33]([CH3:35])[CH3:34])[CH2:3][CH2:2]1. (5) Given the reactants Br[C:2]1[C:6]([S:7][C:8]2[CH:13]=[CH:12][CH:11]=[CH:10][CH:9]=2)=[CH:5][S:4][CH:3]=1.[C:14](C1C(Br)=CSC=1)(=[O:16])[CH3:15], predict the reaction product. The product is: [C:14]([C:2]1[C:6]([S:7][C:8]2[CH:13]=[CH:12][CH:11]=[CH:10][CH:9]=2)=[CH:5][S:4][CH:3]=1)(=[O:16])[CH3:15]. (6) Given the reactants NC1C=CC=CC=1[C:4]([NH:6][O:7][C:8]([CH3:11])([CH3:10])[CH3:9])=[O:5].[C:16]([NH2:24])(=O)[C:17]1[CH:22]=[CH:21][CH:20]=[CH:19][CH:18]=1, predict the reaction product. The product is: [C:8]([O:7][N:6]1[C:22]2[C:17](=[CH:18][CH:19]=[CH:20][CH:21]=2)[CH:16]=[N:24][C:4]1=[O:5])([CH3:11])([CH3:10])[CH3:9]. (7) Given the reactants [CH3:1][N:2]1[C:6]2[CH:7]=[CH:8][C:9]([C:11](O)=[O:12])=[CH:10][C:5]=2[N:4]=[C:3]1[NH:14][C:15]1[S:16][C:17]2[CH:23]=[C:22]([O:24][C:25]([F:28])([F:27])[F:26])[CH:21]=[CH:20][C:18]=2[N:19]=1.[CH3:29][O:30][CH2:31][CH2:32][CH2:33][NH2:34].CN(C(ON1N=NC2C=CC=CC1=2)=[N+](C)C)C.F[P-](F)(F)(F)(F)F.CCN(C(C)C)C(C)C, predict the reaction product. The product is: [CH3:29][O:30][CH2:31][CH2:32][CH2:33][NH:34][C:11]([C:9]1[CH:8]=[CH:7][C:6]2[N:2]([CH3:1])[C:3]([NH:14][C:15]3[S:16][C:17]4[CH:23]=[C:22]([O:24][C:25]([F:28])([F:27])[F:26])[CH:21]=[CH:20][C:18]=4[N:19]=3)=[N:4][C:5]=2[CH:10]=1)=[O:12]. (8) Given the reactants [C:1]1(=[O:15])[N:5]([CH2:6][C:7](=[O:9])[CH3:8])[C:4](=[O:10])[C:3]2=[CH:11][CH:12]=[CH:13][CH:14]=[C:2]12.[Br:16]Br, predict the reaction product. The product is: [Br:16][CH2:8][C:7](=[O:9])[CH2:6][N:5]1[C:4](=[O:10])[C:3]2[C:2](=[CH:14][CH:13]=[CH:12][CH:11]=2)[C:1]1=[O:15]. (9) Given the reactants [N:1]1([C:7]2[C:8]3[N:22]=[N:21][N:20]([CH:23]4[CH2:28][CH2:27][NH:26][CH2:25][CH2:24]4)[C:9]=3[N:10]=[C:11]([C:13]3[CH:14]=[C:15]([OH:19])[CH:16]=[N:17][CH:18]=3)[N:12]=2)[CH2:6][CH2:5][O:4][CH2:3][CH2:2]1.[CH3:29][N:30]1[C:34]([CH:35]=O)=[CH:33][N:32]=[CH:31]1.[BH3-]C#N.[Na+], predict the reaction product. The product is: [CH3:29][N:30]1[C:34]([CH2:35][N:26]2[CH2:27][CH2:28][CH:23]([N:20]3[C:9]4[N:10]=[C:11]([C:13]5[CH:14]=[C:15]([OH:19])[CH:16]=[N:17][CH:18]=5)[N:12]=[C:7]([N:1]5[CH2:2][CH2:3][O:4][CH2:5][CH2:6]5)[C:8]=4[N:22]=[N:21]3)[CH2:24][CH2:25]2)=[CH:33][N:32]=[CH:31]1. (10) The product is: [CH2:1]([S:3]([N:6]1[CH:10]=[CH:9][C:8]([NH2:11])=[N:7]1)(=[O:5])=[O:4])[CH3:2]. Given the reactants [CH2:1]([S:3]([N:6]1[CH:10]=[CH:9][C:8]([N+:11]([O-])=O)=[N:7]1)(=[O:5])=[O:4])[CH3:2].CO.[H][H], predict the reaction product.